From a dataset of Peptide-MHC class II binding affinity with 134,281 pairs from IEDB. Regression. Given a peptide amino acid sequence and an MHC pseudo amino acid sequence, predict their binding affinity value. This is MHC class II binding data. (1) The peptide sequence is GELQIVDKIVAAFKI. The MHC is DRB1_1501 with pseudo-sequence DRB1_1501. The binding affinity (normalized) is 0.670. (2) The peptide sequence is ISGLKPGVDYTITVY. The MHC is DRB1_1302 with pseudo-sequence DRB1_1302. The binding affinity (normalized) is 0.719. (3) The MHC is HLA-DPA10201-DPB10501 with pseudo-sequence HLA-DPA10201-DPB10501. The peptide sequence is LVKFVAGDGDVVAVD. The binding affinity (normalized) is 0. (4) The peptide sequence is SSGKNEGTNIYNNNE. The MHC is DRB1_0401 with pseudo-sequence DRB1_0401. The binding affinity (normalized) is 0.135.